This data is from NCI-60 drug combinations with 297,098 pairs across 59 cell lines. The task is: Regression. Given two drug SMILES strings and cell line genomic features, predict the synergy score measuring deviation from expected non-interaction effect. (1) Drug 1: COC1=C(C=C2C(=C1)N=CN=C2NC3=CC(=C(C=C3)F)Cl)OCCCN4CCOCC4. Drug 2: N.N.Cl[Pt+2]Cl. Cell line: SF-539. Synergy scores: CSS=7.82, Synergy_ZIP=-3.12, Synergy_Bliss=-0.676, Synergy_Loewe=-1.25, Synergy_HSA=0.115. (2) Drug 1: CC1=C(C=C(C=C1)NC(=O)C2=CC=C(C=C2)CN3CCN(CC3)C)NC4=NC=CC(=N4)C5=CN=CC=C5. Drug 2: C1CNP(=O)(OC1)N(CCCl)CCCl. Cell line: CAKI-1. Synergy scores: CSS=-11.5, Synergy_ZIP=2.90, Synergy_Bliss=-2.32, Synergy_Loewe=-9.62, Synergy_HSA=-10.1. (3) Drug 1: C1CCN(CC1)CCOC2=CC=C(C=C2)C(=O)C3=C(SC4=C3C=CC(=C4)O)C5=CC=C(C=C5)O. Drug 2: C(CC(=O)O)C(=O)CN.Cl. Cell line: COLO 205. Synergy scores: CSS=2.88, Synergy_ZIP=3.06, Synergy_Bliss=9.35, Synergy_Loewe=-1.36, Synergy_HSA=-0.551. (4) Drug 1: CC(CN1CC(=O)NC(=O)C1)N2CC(=O)NC(=O)C2. Drug 2: C1CCC(C(C1)N)N.C(=O)(C(=O)[O-])[O-].[Pt+4]. Cell line: SK-OV-3. Synergy scores: CSS=5.50, Synergy_ZIP=-0.666, Synergy_Bliss=-0.970, Synergy_Loewe=1.77, Synergy_HSA=1.04. (5) Drug 1: C1CN1P(=S)(N2CC2)N3CC3. Drug 2: C1CN1C2=NC(=NC(=N2)N3CC3)N4CC4. Cell line: MDA-MB-231. Synergy scores: CSS=16.2, Synergy_ZIP=-7.93, Synergy_Bliss=0.283, Synergy_Loewe=-5.35, Synergy_HSA=1.67. (6) Drug 1: C1CCC(C1)C(CC#N)N2C=C(C=N2)C3=C4C=CNC4=NC=N3. Drug 2: CC(C)CN1C=NC2=C1C3=CC=CC=C3N=C2N. Cell line: UACC-257. Synergy scores: CSS=-5.56, Synergy_ZIP=2.11, Synergy_Bliss=-1.85, Synergy_Loewe=-3.94, Synergy_HSA=-4.92.